From a dataset of Full USPTO retrosynthesis dataset with 1.9M reactions from patents (1976-2016). Predict the reactants needed to synthesize the given product. Given the product [N:32]1[CH:33]=[CH:34][CH:35]=[C:30]([C:26]2[CH:25]=[C:24]([C:23]3[CH2:22][C:21](=[O:37])[NH:20][C:9]4[CH:10]=[C:11]([O:14][CH2:15][C:16]([F:19])([F:18])[F:17])[CH:12]=[CH:13][C:8]=4[N:7]=3)[CH:29]=[CH:28][CH:27]=2)[CH:31]=1, predict the reactants needed to synthesize it. The reactants are: C(OC(=O)[NH:7][C:8]1[CH:13]=[CH:12][C:11]([O:14][CH2:15][C:16]([F:19])([F:18])[F:17])=[CH:10][C:9]=1[NH:20][C:21](=[O:37])[CH2:22][C:23](=O)[C:24]1[CH:29]=[CH:28][CH:27]=[C:26]([C:30]2[CH:31]=[N:32][CH:33]=[CH:34][CH:35]=2)[CH:25]=1)(C)(C)C.C(O)(C(F)(F)F)=O.